This data is from Catalyst prediction with 721,799 reactions and 888 catalyst types from USPTO. The task is: Predict which catalyst facilitates the given reaction. (1) Reactant: [F:1][C:2]1[CH:3]=[C:4]([CH:20]=[CH:21][CH:22]=1)[CH2:5][NH:6][C:7]([NH:9][C:10]1[S:11][C:12]([CH:17]([CH3:19])[CH3:18])=[C:13]([CH2:15][OH:16])[N:14]=1)=[O:8]. Product: [F:1][C:2]1[CH:3]=[C:4]([CH:20]=[CH:21][CH:22]=1)[CH2:5][NH:6][C:7]([NH:9][C:10]1[S:11][C:12]([CH:17]([CH3:19])[CH3:18])=[C:13]([CH:15]=[O:16])[N:14]=1)=[O:8]. The catalyst class is: 177. (2) Reactant: [I:1][C:2]1[CH:3]=[C:4]2[C:8](=[CH:9][CH:10]=1)[NH:7][C:6](=[O:11])[C:5]2=O.[N+:13]([C:16]1[CH:27]=[CH:26][C:19]([O:20][CH2:21][C:22]([NH:24][NH2:25])=[O:23])=[CH:18][CH:17]=1)([O-:15])=[O:14]. Product: [I:1][C:2]1[CH:3]=[C:4]2[C:8](=[CH:9][CH:10]=1)[NH:7][C:6](=[O:11])[C:5]2=[N:25][NH:24][C:22](=[O:23])[CH2:21][O:20][C:19]1[CH:18]=[CH:17][C:16]([N+:13]([O-:15])=[O:14])=[CH:27][CH:26]=1. The catalyst class is: 15.